Task: Predict the product of the given reaction.. Dataset: Forward reaction prediction with 1.9M reactions from USPTO patents (1976-2016) (1) Given the reactants [CH2:1]([N:5]1[CH2:18][CH2:17][C:8]2[NH:9][C:10]3[CH:11]=[CH:12][C:13]([CH3:16])=[CH:14][C:15]=3[C:7]=2[CH2:6]1)[CH2:2][CH2:3][CH3:4].[CH3:19][C:20]1[CH:25]=[CH:24][C:23]([CH:26]=[CH2:27])=[CH:22][N:21]=1.[OH-].[K+], predict the reaction product. The product is: [CH2:1]([N:5]1[CH2:18][CH2:17][C:8]2[N:9]([CH2:27][CH2:26][C:23]3[CH:22]=[N:21][C:20]([CH3:19])=[CH:25][CH:24]=3)[C:10]3[CH:11]=[CH:12][C:13]([CH3:16])=[CH:14][C:15]=3[C:7]=2[CH2:6]1)[CH2:2][CH2:3][CH3:4]. (2) Given the reactants [CH2:1]([O:3][C:4]1[N:9]=[C:8]([NH:10][CH2:11][C:12]2[O:13][CH:14]=[CH:15][CH:16]=2)[N:7]=[C:6]([C:17]#[N:18])[N:5]=1)[CH3:2].[H-].[H-].[H-].[H-].[Li+].[Al+3].C(O)C.[OH-].[K+], predict the reaction product. The product is: [NH2:18][CH2:17][C:6]1[N:5]=[C:4]([O:3][CH2:1][CH3:2])[N:9]=[C:8]([NH:10][CH2:11][C:12]2[O:13][CH:14]=[CH:15][CH:16]=2)[N:7]=1. (3) Given the reactants [NH2:1][C@@H:2]([CH2:30][C:31]1[C:39]2[C:34](=[CH:35][CH:36]=[CH:37][CH:38]=2)[NH:33][CH:32]=1)[CH2:3][NH:4][C:5]1[O:9][N:8]=[C:7]([C:10]2[CH:11]=[C:12]3[C:17](=[CH:18][CH:19]=2)[CH:16]=[N:15][CH:14]=[CH:13]3)[C:6]=1[CH2:20][CH2:21][NH:22]C(=O)OC(C)(C)C.C(O)(C(F)(F)F)=O.C(Cl)Cl, predict the reaction product. The product is: [NH2:1][C@@H:2]([CH2:30][C:31]1[C:39]2[C:34](=[CH:35][CH:36]=[CH:37][CH:38]=2)[NH:33][CH:32]=1)[CH2:3][NH:4][C:5]1[O:9][N:8]=[C:7]([C:10]2[CH:11]=[C:12]3[C:17](=[CH:18][CH:19]=2)[CH:16]=[N:15][CH:14]=[CH:13]3)[C:6]=1[CH2:20][CH2:21][NH2:22]. (4) The product is: [Cl:17][C:10]1[C:11]([C:13]([F:16])([F:15])[F:14])=[CH:12][C:7]2[N:6]=[C:4]([C:3]3[CH:19]=[CH:20][N:21]=[CH:22][C:2]=3[Cl:1])[O:18][C:8]=2[CH:9]=1. Given the reactants [Cl:1][C:2]1[CH:22]=[N:21][CH:20]=[CH:19][C:3]=1[C:4]([NH:6][C:7]1[CH:12]=[C:11]([C:13]([F:16])([F:15])[F:14])[C:10]([Cl:17])=[CH:9][C:8]=1[OH:18])=O.O1CCCC1.C1(P(C2C=CC=CC=2)C2C=CC=CC=2)C=CC=CC=1.N(C(OCC)=O)=NC(OCC)=O, predict the reaction product.